The task is: Predict the reaction yield, written as a fraction of the theoretical maximum amount of product (1.0 means a 100% yield; for example, 0.34 means a 34% yield).. This data is from Reaction yield outcomes from USPTO patents with 853,638 reactions. (1) The reactants are [Na:1].[N:2]1[C:10]([NH2:11])=[C:9]2[C:5]([N:6](C([C@@H]([C@H](CO)OCP(O)(O)=O)O)=O)[CH:7]=[N:8]2)=[N:4][CH:3]=1.N1C(N)=C2C(N([C:35]([CH2:37][C@H:38]([CH2:51][OH:52])[O:39][CH2:40][P:41]([O:47]C(C)C)([O:43]C(C)C)=[O:42])=[O:36])C=N2)=NC=1. No catalyst specified. The product is [Na:1].[N:2]1([C:35]([CH2:37][C@H:38]([CH2:51][OH:52])[O:39][CH2:40][P:41]([OH:43])([OH:47])=[O:42])=[O:36])[C:10]([NH2:11])=[C:9]2[C:5](=[N:6][CH:7]=[N:8]2)[N:4]=[CH:3]1. The yield is 0.430. (2) The reactants are [CH2:1]([O:3][C:4](=[O:18])[CH:5]=[CH:6][C:7]1[C:8](Cl)=[N:9][C:10]([C:13]([F:16])([F:15])[F:14])=[CH:11][CH:12]=1)[CH3:2].[C:19]1(B(O)O)[CH:24]=[CH:23][CH:22]=[CH:21][CH:20]=1.C([O-])([O-])=O.[Cs+].[Cs+].COCCOC. The catalyst is Cl[Pd](Cl)([P](C1C=CC=CC=1)(C1C=CC=CC=1)C1C=CC=CC=1)[P](C1C=CC=CC=1)(C1C=CC=CC=1)C1C=CC=CC=1.C(O)C. The product is [CH2:1]([O:3][C:4](=[O:18])[CH:5]=[CH:6][C:7]1[C:8]([C:19]2[CH:24]=[CH:23][CH:22]=[CH:21][CH:20]=2)=[N:9][C:10]([C:13]([F:16])([F:15])[F:14])=[CH:11][CH:12]=1)[CH3:2]. The yield is 0.800.